This data is from NCI-60 drug combinations with 297,098 pairs across 59 cell lines. The task is: Regression. Given two drug SMILES strings and cell line genomic features, predict the synergy score measuring deviation from expected non-interaction effect. (1) Drug 1: CNC(=O)C1=CC=CC=C1SC2=CC3=C(C=C2)C(=NN3)C=CC4=CC=CC=N4. Drug 2: C1=NNC2=C1C(=O)NC=N2. Cell line: NCI-H226. Synergy scores: CSS=6.06, Synergy_ZIP=0.688, Synergy_Bliss=3.71, Synergy_Loewe=-7.31, Synergy_HSA=0.586. (2) Drug 1: C1CC(=O)NC(=O)C1N2CC3=C(C2=O)C=CC=C3N. Drug 2: C1=CC=C(C=C1)NC(=O)CCCCCCC(=O)NO. Cell line: HOP-92. Synergy scores: CSS=13.0, Synergy_ZIP=-4.81, Synergy_Bliss=-1.64, Synergy_Loewe=0.912, Synergy_HSA=0.923. (3) Drug 1: C1CN1C2=NC(=NC(=N2)N3CC3)N4CC4. Drug 2: CC12CCC3C(C1CCC2OP(=O)(O)O)CCC4=C3C=CC(=C4)OC(=O)N(CCCl)CCCl.[Na+]. Cell line: KM12. Synergy scores: CSS=36.8, Synergy_ZIP=-8.18, Synergy_Bliss=-1.78, Synergy_Loewe=-10.5, Synergy_HSA=1.53.